Dataset: Reaction yield outcomes from USPTO patents with 853,638 reactions. Task: Predict the reaction yield, written as a fraction of the theoretical maximum amount of product (1.0 means a 100% yield; for example, 0.34 means a 34% yield). (1) The reactants are [NH:1]1[C:9]2[C:4](=[CH:5][C:6]([N:10]3[C:14]4=[N:15][C:16]([CH:19]=[CH2:20])=[CH:17][CH:18]=[C:13]4[N:12]=[CH:11]3)=[CH:7][CH:8]=2)[CH2:3][CH2:2]1.[Cl:21][CH2:22][S:23](Cl)(=[O:25])=[O:24].C(N(CC)C(C)C)(C)C. The catalyst is ClCCl. The product is [Cl:21][CH2:22][S:23]([N:1]1[C:9]2[C:4](=[CH:5][C:6]([N:10]3[C:14]4=[N:15][C:16]([CH:19]=[CH2:20])=[CH:17][CH:18]=[C:13]4[N:12]=[CH:11]3)=[CH:7][CH:8]=2)[CH2:3][CH2:2]1)(=[O:25])=[O:24]. The yield is 0.980. (2) The reactants are [C:1]1([Li])[CH:6]=[CH:5][CH:4]=[CH:3][CH:2]=1.[F:8][C:9]1[CH:14]=[CH:13][C:12]([N+:15]([O-:17])=[O:16])=[CH:11][C:10]=1[C@:18]([NH:23][S@@:24]([C:26]([CH3:29])([CH3:28])[CH3:27])=[O:25])([CH3:22])[CH2:19][CH:20]=[O:21].[Na+].[Cl-].C(OC(=O)C)C. The yield is 0.193. The catalyst is C1COCC1.CC(C)[O-].CC(C)[O-].CC(C)[O-].Cl[Ti+3]. The product is [F:8][C:9]1[CH:14]=[CH:13][C:12]([N+:15]([O-:17])=[O:16])=[CH:11][C:10]=1[C@:18]([NH:23][S@@:24]([C:26]([CH3:29])([CH3:28])[CH3:27])=[O:25])([CH3:22])[CH2:19][C@H:20]([OH:21])[C:1]1[CH:6]=[CH:5][CH:4]=[CH:3][CH:2]=1. (3) The reactants are [CH2:1]([CH:3]([CH2:17][CH3:18])[CH2:4][NH:5][C:6]1[N:16]=[CH:15][CH:14]=[CH:13][C:7]=1[C:8]([O:10][CH2:11]C)=[O:9])[CH3:2].[O:19]=C(Cl)OC(Cl)(Cl)Cl. The catalyst is ClCCCl.O1CCOCC1. The product is [CH2:1]([CH:3]([CH2:17][CH3:18])[CH2:4][N:5]1[C:6]2[N:16]=[CH:15][CH:14]=[CH:13][C:7]=2[C:8](=[O:9])[O:10][C:11]1=[O:19])[CH3:2]. The yield is 0.360. (4) The reactants are [H-].[Na+].[I:3][C:4]1[C:5]([O:14][CH3:15])=[CH:6][C:7]([C:11](=[O:13])[CH3:12])=[C:8]([OH:10])[CH:9]=1.[Na].ClCOC. The catalyst is CN(C=O)C. The product is [OH:10][C:8]1[CH:9]=[C:4]([I:3])[C:5]([O:14][CH3:15])=[CH:6][C:7]=1[C:11](=[O:13])[CH3:12]. The yield is 0.850. (5) The reactants are [NH2:1][CH2:2][C:3]1[CH:4]=[C:5]([CH2:9][N:10]2[C:18]3[C:13](=[C:14]([O:20][CH3:21])[C:15]([F:19])=[CH:16][CH:17]=3)[C:12]([NH:22][S:23]([C:26]3[S:27][C:28]([Cl:31])=[CH:29][CH:30]=3)(=[O:25])=[O:24])=[N:11]2)[CH:6]=[CH:7][CH:8]=1.N1C=CC=CC=1.[OH-].[K+].C([O:43][C:44]([CH3:49])([CH3:48])[C:45](Cl)=[O:46])(=O)C. The catalyst is ClCCl. The product is [Cl:31][C:28]1[S:27][C:26]([S:23]([NH:22][C:12]2[C:13]3[C:18](=[CH:17][CH:16]=[C:15]([F:19])[C:14]=3[O:20][CH3:21])[N:10]([CH2:9][C:5]3[CH:4]=[C:3]([CH2:2][NH:1][C:45](=[O:46])[C:44]([OH:43])([CH3:49])[CH3:48])[CH:8]=[CH:7][CH:6]=3)[N:11]=2)(=[O:25])=[O:24])=[CH:30][CH:29]=1. The yield is 0.490. (6) The reactants are C(N(C(C)C)C(C)C)C.[CH:10]1([C:15](Cl)=[O:16])[CH2:14][CH2:13][CH2:12][CH2:11]1.[Cl:18][C:19]1[C:20]([F:29])=[C:21]2[C:27]([NH2:28])=[CH:26][NH:25][C:22]2=[N:23][CH:24]=1. The catalyst is C1COCC1. The product is [Cl:18][C:19]1[C:20]([F:29])=[C:21]2[C:27]([NH:28][C:15]([CH:10]3[CH2:14][CH2:13][CH2:12][CH2:11]3)=[O:16])=[CH:26][NH:25][C:22]2=[N:23][CH:24]=1. The yield is 0.610. (7) The reactants are Cl.[NH2:2][C@H:3]([CH2:22][C:23]1[CH:28]=[CH:27][C:26]([O:29][CH3:30])=[CH:25][CH:24]=1)[C:4]([N:6]1[CH2:9][C:8]([O:17][CH2:18][CH2:19][CH2:20][CH3:21])([C:10]2[CH:15]=[CH:14][CH:13]=[CH:12][C:11]=2[CH3:16])[CH2:7]1)=[O:5].[NH:31]1[CH:35]=[C:34]([CH2:36][CH2:37][C:38](O)=[O:39])[N:33]=[N:32]1.CN(C(ON1N=NC2C=CC=CC1=2)=[N+](C)C)C.[B-](F)(F)(F)F.C(N(CC)CC)C. The catalyst is CN(C)C=O.O. The product is [CH2:18]([O:17][C:8]1([C:10]2[CH:15]=[CH:14][CH:13]=[CH:12][C:11]=2[CH3:16])[CH2:7][N:6]([C:4](=[O:5])[C@H:3]([NH:2][C:38](=[O:39])[CH2:37][CH2:36][C:34]2[N:33]=[N:32][NH:31][CH:35]=2)[CH2:22][C:23]2[CH:24]=[CH:25][C:26]([O:29][CH3:30])=[CH:27][CH:28]=2)[CH2:9]1)[CH2:19][CH2:20][CH3:21]. The yield is 0.450.